This data is from Full USPTO retrosynthesis dataset with 1.9M reactions from patents (1976-2016). The task is: Predict the reactants needed to synthesize the given product. (1) Given the product [C:1]([O:5][C:6]([N:8]([CH3:24])[CH2:9][CH2:10][CH:11]([OH:16])[C:12]([O:14][CH3:15])=[O:13])=[O:7])([CH3:3])([CH3:2])[CH3:4], predict the reactants needed to synthesize it. The reactants are: [C:1]([O:5][C:6]([N:8]([CH3:24])[CH2:9][CH2:10][CH:11]([O:16][Si](C(C)(C)C)(C)C)[C:12]([O:14][CH3:15])=[O:13])=[O:7])([CH3:4])([CH3:3])[CH3:2].CCCC[N+](CCCC)(CCCC)CCCC.[F-]. (2) Given the product [Cl:41][C:38]1[CH:37]=[CH:36][C:35]([CH:29]([NH:28][C:26]([C:11]2([NH:10][C:8](=[O:9])[O:7][C:3]([CH3:5])([CH3:4])[CH3:6])[CH2:12][CH2:13][N:14]([C:17]3[C:18]4[CH:25]=[CH:24][NH:23][C:19]=4[N:20]=[CH:21][N:22]=3)[CH2:15][CH2:16]2)=[O:27])[CH2:30][CH2:31][OH:32])=[CH:40][CH:39]=1, predict the reactants needed to synthesize it. The reactants are: [BH4-].[Na+].[C:3]([O:7][C:8]([NH:10][C:11]1([C:26]([NH:28][CH:29]([C:35]2[CH:40]=[CH:39][C:38]([Cl:41])=[CH:37][CH:36]=2)[CH2:30][C:31](OC)=[O:32])=[O:27])[CH2:16][CH2:15][N:14]([C:17]2[C:18]3[CH:25]=[CH:24][NH:23][C:19]=3[N:20]=[CH:21][N:22]=2)[CH2:13][CH2:12]1)=[O:9])([CH3:6])([CH3:5])[CH3:4]. (3) Given the product [CH:40]1([N:32]([CH2:31][C:19]2[C:18]3[C:22](=[CH:23][CH:24]=[CH:25][C:17]=3[CH3:1])[N:21]([CH2:26][CH2:27][CH2:28][O:29][CH3:30])[CH:20]=2)[C:33](=[O:39])[O:34][C:35]([CH3:36])([CH3:37])[CH3:38])[CH2:42][CH2:41]1, predict the reactants needed to synthesize it. The reactants are: [C:1](=O)([O-])[O-].[K+].[K+].CB1OB(C)OB(C)O1.Br[C:17]1[CH:25]=[CH:24][CH:23]=[C:22]2[C:18]=1[C:19]([CH2:31][N:32]([CH:40]1[CH2:42][CH2:41]1)[C:33](=[O:39])[O:34][C:35]([CH3:38])([CH3:37])[CH3:36])=[CH:20][N:21]2[CH2:26][CH2:27][CH2:28][O:29][CH3:30]. (4) The reactants are: Br[CH2:2][CH3:3].[OH:4][C:5]1[C:14]2[C:9](=[CH:10][CH:11]=[CH:12][CH:13]=2)[C:8]([OH:15])=[C:7]([C:16]([O:18][CH2:19][CH3:20])=[O:17])[C:6]=1[C:21]([O:23][CH2:24][CH3:25])=[O:22].C(=O)([O-])[O-].[K+].[K+]. Given the product [CH2:2]([O:4][C:5]1[C:14]2[C:9](=[CH:10][CH:11]=[CH:12][CH:13]=2)[C:8]([OH:15])=[C:7]([C:16]([O:18][CH2:19][CH3:20])=[O:17])[C:6]=1[C:21]([O:23][CH2:24][CH3:25])=[O:22])[CH3:3], predict the reactants needed to synthesize it. (5) Given the product [CH3:17][C@H:13]1[N:12]([CH2:18][CH2:19][CH3:20])[C@@H:11]([CH3:10])[CH2:16][N:15]([C:2]2[CH:3]=[C:4]([CH:7]=[CH:8][CH:9]=2)[C:5]#[N:6])[CH2:14]1, predict the reactants needed to synthesize it. The reactants are: Br[C:2]1[CH:3]=[C:4]([CH:7]=[CH:8][CH:9]=1)[C:5]#[N:6].[CH3:10][C@H:11]1[CH2:16][NH:15][CH2:14][C@@H:13]([CH3:17])[N:12]1[CH2:18][CH2:19][CH3:20].CC(C)([O-])C.[Na+]. (6) Given the product [OH:20][CH2:11][P:1](=[O:8])([O:5][CH2:6][CH3:7])[O:2][CH2:3][CH3:4], predict the reactants needed to synthesize it. The reactants are: [P:1]([O:8]CC)([O:5][CH2:6][CH3:7])[O:2][CH2:3][CH3:4].[CH:11](N(C(C)C)CC)(C)C.[OH2:20].